This data is from Reaction yield outcomes from USPTO patents with 853,638 reactions. The task is: Predict the reaction yield, written as a fraction of the theoretical maximum amount of product (1.0 means a 100% yield; for example, 0.34 means a 34% yield). (1) The reactants are S(O)(O)(=O)=O.N[C:7]1[S:8][C:9]([C:12]2[CH:17]=[CH:16][CH:15]=[CH:14][CH:13]=2)=[N:10][N:11]=1.[BrH:18].N([O-])=O.[Na+]. The catalyst is C(Cl)Cl.O. The product is [Br:18][C:7]1[S:8][C:9]([C:12]2[CH:17]=[CH:16][CH:15]=[CH:14][CH:13]=2)=[N:10][N:11]=1. The yield is 0.740. (2) The reactants are CC([O-])=O.[K+].[B:15]1([B:15]2[O:19][C:18]([CH3:21])([CH3:20])[C:17]([CH3:23])([CH3:22])[O:16]2)[O:19][C:18]([CH3:21])([CH3:20])[C:17]([CH3:23])([CH3:22])[O:16]1.Br[C:25]1[CH:31]=[CH:30][C:29]([Cl:32])=[CH:28][C:26]=1[NH2:27].N#N. The catalyst is CC(OC)(C)C.O.C1C=CC(P(C2C=CC=CC=2)[C-]2C=CC=C2)=CC=1.C1C=CC(P(C2C=CC=CC=2)[C-]2C=CC=C2)=CC=1.Cl[Pd]Cl.[Fe+2].C(Cl)Cl.CS(C)=O. The product is [Cl:32][C:29]1[CH:30]=[CH:31][C:25]([B:15]2[O:16][C:17]([CH3:22])([CH3:23])[C:18]([CH3:20])([CH3:21])[O:19]2)=[C:26]([CH:28]=1)[NH2:27]. The yield is 0.960. (3) The reactants are [C@@H:1]1([N:9]2[CH:17]=[C:15]([CH3:16])[C:13](=[O:14])[NH:12][C:10]2=[O:11])[O:8][C@H:5]([CH2:6][OH:7])[C@@H:3](O)[CH2:2]1.C1(P(C2C=CC=CC=2)C2C=CC=CC=2)C=CC=CC=1.C(=O)=O.CC(OC(/N=N/C(OC(C)C)=O)=O)C. The catalyst is CC#N.O.CC(O)C. The product is [CH3:16][C:15]1[C:13](=[O:14])[N:12]=[C:10]2[N:9]([C@@H:1]3[O:8][C@H:5]([CH2:6][OH:7])[C@H:3]([O:11]2)[CH2:2]3)[CH:17]=1. The yield is 0.830. (4) The reactants are [CH3:1][C:2]1[C:7]([O:8][C:9]2[CH:14]=[CH:13][N:12]=[C:11]([C:15]3[CH:16]=[N:17][N:18]([CH3:20])[CH:19]=3)[CH:10]=2)=[CH:6][N:5]=[C:4]([N+:21]([O-])=O)[CH:3]=1.[NH4+].[Cl-]. The catalyst is CO.C1COCC1.CCOC(C)=O.[Zn]. The product is [CH3:1][C:2]1[C:7]([O:8][C:9]2[CH:14]=[CH:13][N:12]=[C:11]([C:15]3[CH:16]=[N:17][N:18]([CH3:20])[CH:19]=3)[CH:10]=2)=[CH:6][N:5]=[C:4]([NH2:21])[CH:3]=1. The yield is 0.670.